Dataset: Reaction yield outcomes from USPTO patents with 853,638 reactions. Task: Predict the reaction yield, written as a fraction of the theoretical maximum amount of product (1.0 means a 100% yield; for example, 0.34 means a 34% yield). (1) The reactants are [CH:1]1([CH:4]=[N:5][N:6]2[C:15]3[C:10](=[CH:11][CH:12]=[CH:13][CH:14]=3)[C:9]([OH:16])=[C:8]([C:17]3[NH:22][C:21]4[S:23][CH:24]=[C:25]([CH2:26][O:27][CH2:28][O:29][CH3:30])[C:20]=4[S:19](=[O:32])(=[O:31])[N:18]=3)[C:7]2=[O:33])[CH2:3][CH2:2]1.CO.[BH4-].[Li+].Cl. The catalyst is O1CCCC1.O. The product is [CH:1]1([CH2:4][NH:5][N:6]2[C:15]3[C:10](=[CH:11][CH:12]=[CH:13][CH:14]=3)[C:9]([OH:16])=[C:8]([C:17]3[NH:22][C:21]4[S:23][CH:24]=[C:25]([CH2:26][O:27][CH2:28][O:29][CH3:30])[C:20]=4[S:19](=[O:31])(=[O:32])[N:18]=3)[C:7]2=[O:33])[CH2:2][CH2:3]1. The yield is 0.525. (2) The catalyst is O. The product is [NH:1]1[CH:5]=[CH:4][C:3]([NH:6][C:12](=[O:14])[CH3:13])=[N:2]1. The yield is 0.490. The reactants are [NH:1]1[CH:5]=[CH:4][C:3]([NH2:6])=[N:2]1.C([O-])(O)=O.[Na+].[C:12](OC(=O)C)(=[O:14])[CH3:13]. (3) The reactants are CC1(C)[O:6][C:5](=[CH:7][C:8]([N:10]([CH2:12][C:13]2[CH:18]=[CH:17][C:16]([F:19])=[CH:15][C:14]=2[S:20]([CH3:23])(=[O:22])=[O:21])[CH3:11])=[O:9])[C:4](=[O:24])O1.[CH2:26]=O.[N:28]1([CH2:34][CH2:35][NH2:36])[CH2:33][CH2:32][O:31][CH2:30][CH2:29]1. No catalyst specified. The product is [F:19][C:16]1[CH:17]=[CH:18][C:13]([CH2:12][N:10]([CH3:11])[C:8]([C:7]2[CH2:26][N:36]([CH2:35][CH2:34][N:28]3[CH2:33][CH2:32][O:31][CH2:30][CH2:29]3)[C:4](=[O:24])[C:5]=2[OH:6])=[O:9])=[C:14]([S:20]([CH3:23])(=[O:21])=[O:22])[CH:15]=1. The yield is 0.690. (4) The reactants are [Br:30][C:23]1[C:22]2[C:17](=[CH:18][CH:19]=[CH:20][CH:21]=2)[C:16]([C:16]2[C:17]3[C:22]([C:23]([Br:30])=[C:24]4[C:29]=2[CH:28]=[CH:27][CH:26]=[CH:25]4)=[CH:21][CH:20]=[CH:19][CH:18]=3)=[C:29]2[C:24]=1[CH:25]=[CH:26][CH:27]=[CH:28]2.C1(C)C=CC=CC=1.[H-].C([Al+]CC(C)C)C(C)C. The catalyst is Cl[Pd](Cl)([P](C1C=CC=CC=1)(C1C=CC=CC=1)C1C=CC=CC=1)[P](C1C=CC=CC=1)(C1C=CC=CC=1)C1C=CC=CC=1.C1COCC1. The product is [Br:30][C:23]1[CH:22]=[CH:21][C:26]([CH:27]=[CH:28][C:29]2[CH:20]=[CH:19][CH:18]=[CH:17][CH:16]=2)=[CH:25][CH:24]=1. The yield is 0.500. (5) The reactants are [Cl:1][C:2]1[N:7]=[C:6]([CH3:8])[C:5]([NH:9][C:10](=[O:12])[CH3:11])=[CH:4][N:3]=1.C([O-])(=O)C.[K+].C(OC(=O)C)(=O)C.[N:25](OCCC(C)C)=O. The catalyst is C(Cl)(Cl)Cl. The product is [Cl:1][C:2]1[N:3]=[CH:4][C:5]2[N:9]([C:10](=[O:12])[CH3:11])[N:25]=[CH:8][C:6]=2[N:7]=1. The yield is 0.730. (6) The reactants are [Si]([O:8][CH:9]([C:22]1[O:23][C:24]([C:27]2[CH:32]=[C:31]([O:33][CH3:34])[N:30]=[C:29]([O:35][CH3:36])[N:28]=2)=[CH:25][N:26]=1)[CH2:10][CH2:11][CH2:12][CH2:13][CH2:14][CH2:15][C:16]1[CH:21]=[CH:20][CH:19]=[CH:18][CH:17]=1)(C(C)(C)C)(C)C.[Si](OC(C1OC([Sn](CCCC)(CCCC)CCCC)=CN=1)CCCCCCC1C=CC=CC=1)(C(C)(C)C)(C)C.ClC1N=C(OC)N=C(OC)C=1. No catalyst specified. The product is [CH3:36][O:35][C:29]1[N:28]=[C:27]([C:24]2[O:23][C:22]([C:9](=[O:8])[CH2:10][CH2:11][CH2:12][CH2:13][CH2:14][CH2:15][C:16]3[CH:17]=[CH:18][CH:19]=[CH:20][CH:21]=3)=[N:26][CH:25]=2)[CH:32]=[C:31]([O:33][CH3:34])[N:30]=1. The yield is 0.900. (7) The reactants are O1CCN([C:7]2[C:8](=[O:22])[N:9]([C:13]3[CH:18]=[CH:17][C:16]([N+:19]([O-:21])=[O:20])=[CH:15][CH:14]=3)[CH2:10][CH2:11][CH:12]=2)CC1.Cl/[C:24](=[N:30]\[NH:31][C:32]1[CH:37]=[CH:36][C:35]([O:38][CH3:39])=[CH:34][CH:33]=1)/[C:25]([O:27][CH2:28][CH3:29])=[O:26].C(OCC)(=O)C. The catalyst is C(N(CC)CC)C. The product is [CH3:39][O:38][C:35]1[CH:36]=[CH:37][C:32]([N:31]2[C:7]3[C:8](=[O:22])[N:9]([C:13]4[CH:18]=[CH:17][C:16]([N+:19]([O-:21])=[O:20])=[CH:15][CH:14]=4)[CH2:10][CH2:11][C:12]=3[C:24]([C:25]([O:27][CH2:28][CH3:29])=[O:26])=[N:30]2)=[CH:33][CH:34]=1. The yield is 0.860. (8) The reactants are C([O:8][N:9]1[C:15](=[O:16])[N:14]2[CH2:17][C@H:10]1[CH2:11][CH2:12][C@H:13]2[C:18]([NH:20][O:21][CH2:22][CH:23]1[CH2:29][N:28]([C:30]([O:32][C:33]([CH3:36])([CH3:35])[CH3:34])=[O:31])[CH2:27][CH2:26][CH2:25][O:24]1)=[O:19])C1C=CC=CC=1.[H][H]. The catalyst is CO.[Pd]. The product is [OH:8][N:9]1[C:15](=[O:16])[N:14]2[CH2:17][C@H:10]1[CH2:11][CH2:12][C@H:13]2[C:18]([NH:20][O:21][CH2:22][CH:23]1[CH2:29][N:28]([C:30]([O:32][C:33]([CH3:36])([CH3:35])[CH3:34])=[O:31])[CH2:27][CH2:26][CH2:25][O:24]1)=[O:19]. The yield is 0.780. (9) The reactants are [Cl:1][C:2]1[CH:7]=[CH:6][N:5]=[CH:4][CH:3]=1.OO.[CH3:10][NH:11][CH:12]=[O:13]. No catalyst specified. The product is [Cl:1][C:2]1[CH:7]=[CH:6][N:5]=[C:4]([C:12]([NH:11][CH3:10])=[O:13])[CH:3]=1. The yield is 0.0530. (10) The reactants are [F:1][C:2]1[CH:26]=[C:25]([F:27])[CH:24]=[CH:23][C:3]=1[O:4][C:5]1[CH:10]=[CH:9][C:8]([N+:11]([O-])=O)=[CH:7][C:6]=1[C:14]1[C:15]([F:22])=[CH:16][C:17](=[O:21])[N:18]([CH3:20])[CH:19]=1.[Cl-].[NH4+].O.C(O)C. The catalyst is C1COCC1.[Fe]. The product is [NH2:11][C:8]1[CH:9]=[CH:10][C:5]([O:4][C:3]2[CH:23]=[CH:24][C:25]([F:27])=[CH:26][C:2]=2[F:1])=[C:6]([C:14]2[C:15]([F:22])=[CH:16][C:17](=[O:21])[N:18]([CH3:20])[CH:19]=2)[CH:7]=1. The yield is 0.900.